Dataset: Full USPTO retrosynthesis dataset with 1.9M reactions from patents (1976-2016). Task: Predict the reactants needed to synthesize the given product. (1) Given the product [C:1]([O:5][C:6](=[O:40])[CH2:7][N:8]1[C@H:13]([C:14]2[CH:15]=[CH:16][C:17]([C:20]#[N:21])=[CH:18][CH:19]=2)[C:12]([C:22]([OH:24])=[O:23])=[C:11]([CH3:28])[N:10]([C:29]2[CH:34]=[CH:33][CH:32]=[C:31]([C:35]([F:36])([F:37])[F:38])[CH:30]=2)[C:9]1=[O:39])([CH3:2])([CH3:3])[CH3:4], predict the reactants needed to synthesize it. The reactants are: [C:1]([O:5][C:6](=[O:40])[CH2:7][N:8]1[C@H:13]([C:14]2[CH:19]=[CH:18][C:17]([C:20]#[N:21])=[CH:16][CH:15]=2)[C:12]([C:22]([O:24]CC=C)=[O:23])=[C:11]([CH3:28])[N:10]([C:29]2[CH:34]=[CH:33][CH:32]=[C:31]([C:35]([F:38])([F:37])[F:36])[CH:30]=2)[C:9]1=[O:39])([CH3:4])([CH3:3])[CH3:2].N1CCOCC1. (2) Given the product [CH:1]1([NH:4][C:5](=[O:6])[NH:7][C:8]2[CH:13]=[CH:12][C:11]([O:14][C:15]3[CH:20]=[CH:19][N:18]=[C:17]4[CH:21]=[C:22]([C:24]5[N:25]=[CH:26][C:27]([CH2:30][NH:33][CH:34]6[CH2:35][N:36]([C:38]([O:40][C:41]([CH3:44])([CH3:43])[CH3:42])=[O:39])[CH2:37]6)=[CH:28][CH:29]=5)[S:23][C:16]=34)=[C:10]([F:32])[CH:9]=2)[CH2:3][CH2:2]1, predict the reactants needed to synthesize it. The reactants are: [CH:1]1([NH:4][C:5]([NH:7][C:8]2[CH:13]=[CH:12][C:11]([O:14][C:15]3[CH:20]=[CH:19][N:18]=[C:17]4[CH:21]=[C:22]([C:24]5[CH:29]=[CH:28][C:27]([CH:30]=O)=[CH:26][N:25]=5)[S:23][C:16]=34)=[C:10]([F:32])[CH:9]=2)=[O:6])[CH2:3][CH2:2]1.[NH2:33][CH:34]1[CH2:37][N:36]([C:38]([O:40][C:41]([CH3:44])([CH3:43])[CH3:42])=[O:39])[CH2:35]1.C(O)(=O)C.[BH-](OC(C)=O)(OC(C)=O)OC(C)=O.[Na+].C([O-])(O)=O.[Na+]. (3) Given the product [O:27]1[CH2:32][CH2:31][N:30]([C:33]2[CH:38]=[C:37]([NH:39][C:2]3[N:7]=[C:6]([NH:8][C:9]4[CH:17]=[CH:16][CH:15]=[C:14]5[C:10]=4[CH:11]=[N:12][NH:13]5)[CH:5]=[CH:4][N:3]=3)[CH:36]=[C:35]([N:40]3[CH2:41][CH2:42][O:43][CH2:44][CH2:45]3)[N:34]=2)[CH2:29][CH2:28]1, predict the reactants needed to synthesize it. The reactants are: Cl[C:2]1[N:7]=[C:6]([NH:8][C:9]2[C:10]3[CH:11]=[N:12][N:13](CC4C=CC(OC)=CC=4)[C:14]=3[CH:15]=[CH:16][CH:17]=2)[CH:5]=[CH:4][N:3]=1.[O:27]1[CH2:32][CH2:31][N:30]([C:33]2[CH:38]=[C:37]([NH2:39])[CH:36]=[C:35]([N:40]3[CH2:45][CH2:44][O:43][CH2:42][CH2:41]3)[N:34]=2)[CH2:29][CH2:28]1.C1(OC)C=CC=CC=1. (4) Given the product [N+:1]([C:4]1[CH:9]=[CH:8][CH:7]=[CH:6][C:5]=1[C:10]1[C:11]([C:12]([O:14][CH2:15][CH3:16])=[O:13])=[CH:26][NH:27][CH:28]=1)([O-:3])=[O:2], predict the reactants needed to synthesize it. The reactants are: [N+:1]([C:4]1[CH:9]=[CH:8][CH:7]=[CH:6][C:5]=1[CH2:10][CH2:11][C:12]([O:14][CH2:15][CH3:16])=[O:13])([O-:3])=[O:2].C1(C)C=CC(S([CH2:26][N:27]=[C:28]=O)(=O)=O)=CC=1.[H-].[Na+].O. (5) Given the product [F:48][C:2]([F:1])([F:49])[C:3]1[CH:4]=[C:5]([CH:41]=[C:42]([C:44]([F:47])([F:46])[F:45])[CH:43]=1)[CH2:6][N:7]([CH2:20][C:21]1[CH:22]=[CH:23][CH:24]=[C:25]2[C:29]=1[N:28]([CH2:30][CH2:31][CH2:32][CH2:33][CH2:34][CH2:35][C:36]([OH:38])=[O:37])[CH:27]=[CH:26]2)[C:8]1[N:13]=[CH:12][C:11]([N:14]2[CH2:19][CH2:18][O:17][CH2:16][CH2:15]2)=[CH:10][N:9]=1, predict the reactants needed to synthesize it. The reactants are: [F:1][C:2]([F:49])([F:48])[C:3]1[CH:4]=[C:5]([CH:41]=[C:42]([C:44]([F:47])([F:46])[F:45])[CH:43]=1)[CH2:6][N:7]([CH2:20][C:21]1[CH:22]=[CH:23][CH:24]=[C:25]2[C:29]=1[N:28]([CH2:30][CH2:31][CH2:32][CH2:33][CH2:34][CH2:35][C:36]([O:38]CC)=[O:37])[CH:27]=[CH:26]2)[C:8]1[N:13]=[CH:12][C:11]([N:14]2[CH2:19][CH2:18][O:17][CH2:16][CH2:15]2)=[CH:10][N:9]=1.[OH-].[Na+].Cl.C(OCC)(=O)C. (6) Given the product [C:21]([O:7][CH2:6][C@H:5]1[O:8][C@@H:1]([N:9]2[CH:17]=[C:15]([CH3:16])[C:13](=[O:14])[NH:12][C:10]2=[O:11])[CH2:2][C@@H:3]1[OH:4])([O:23][CH2:24][CH:25]1[C:26]2[C:31](=[CH:30][CH:29]=[CH:28][CH:27]=2)[C:32]2[C:37]1=[CH:36][CH:35]=[CH:34][CH:33]=2)=[O:22], predict the reactants needed to synthesize it. The reactants are: [C@@H:1]1([N:9]2[CH:17]=[C:15]([CH3:16])[C:13](=[O:14])[NH:12][C:10]2=[O:11])[O:8][C@H:5]([CH2:6][OH:7])[C@@H:3]([OH:4])[CH2:2]1.ClCCl.[C:21](Cl)([O:23][CH2:24][CH:25]1[C:37]2[C:32](=[CH:33][CH:34]=[CH:35][CH:36]=2)[C:31]2[C:26]1=[CH:27][CH:28]=[CH:29][CH:30]=2)=[O:22]. (7) Given the product [Br:16][C:17]1[S:18][C:19]([CH:23]2[O:4][CH2:1][CH2:2][O:3]2)=[CH:20][C:21]=1[CH3:22], predict the reactants needed to synthesize it. The reactants are: [CH2:1]([OH:4])[CH2:2][OH:3].C1(C)C=CC(S(O)(=O)=O)=CC=1.[Br:16][C:17]1[S:18][C:19]([CH:23]=O)=[CH:20][C:21]=1[CH3:22].